From a dataset of Catalyst prediction with 721,799 reactions and 888 catalyst types from USPTO. Predict which catalyst facilitates the given reaction. (1) Reactant: C([C:3]1[CH:11]=[C:10]([O:12][CH:13]2[CH2:18][CH2:17][CH2:16][CH2:15][O:14]2)[CH:9]=[CH:8][C:4]=1[C:5]([OH:7])=[O:6])C.[OH-].[K+].C1(C)C=CC=CC=1. Product: [O:14]1[CH2:15][CH2:16][CH2:17][CH2:18][CH:13]1[O:12][C:10]1[CH:11]=[CH:3][C:4]([C:5]([OH:7])=[O:6])=[CH:8][CH:9]=1. The catalyst class is: 216. (2) Reactant: [C:1]([C:3](=[C:9](OCC)[CH2:10][CH3:11])[C:4]([O:6][CH2:7][CH3:8])=[O:5])#[N:2].Cl.[CH3:16][S:17]([C:20]1[CH:25]=[CH:24][C:23]([NH:26][NH2:27])=[CH:22][CH:21]=1)(=[O:19])=[O:18].C(N(CC)CC)C. Product: [NH2:2][C:1]1[N:26]([C:23]2[CH:22]=[CH:21][C:20]([S:17]([CH3:16])(=[O:19])=[O:18])=[CH:25][CH:24]=2)[N:27]=[C:9]([CH2:10][CH3:11])[C:3]=1[C:4]([O:6][CH2:7][CH3:8])=[O:5]. The catalyst class is: 5.